Dataset: Full USPTO retrosynthesis dataset with 1.9M reactions from patents (1976-2016). Task: Predict the reactants needed to synthesize the given product. (1) The reactants are: [CH2:1]=O.Cl.[I:4][C:5]1[CH:16]=[CH:15][C:8]2[C:9]([CH2:12][CH2:13][NH2:14])=[CH:10][O:11][C:7]=2[CH:6]=1. Given the product [I:4][C:5]1[CH:16]=[CH:15][C:8]2[C:9]3[CH2:12][CH2:13][NH:14][CH2:1][C:10]=3[O:11][C:7]=2[CH:6]=1, predict the reactants needed to synthesize it. (2) Given the product [C:1]1([S:7]([N:10]2[C:14]3=[N:15][CH:16]=[C:17]([O:19][CH3:20])[CH:18]=[C:13]3[CH:12]=[C:11]2[C:21]([C:43]2[CH:44]=[CH:45][CH:46]=[CH:47][C:42]=2[C:41]([F:52])([F:51])[F:40])=[CH:22][CH:23]2[CH2:24][CH2:25][O:26][CH2:27][CH2:28]2)(=[O:8])=[O:9])[CH:6]=[CH:5][CH:4]=[CH:3][CH:2]=1, predict the reactants needed to synthesize it. The reactants are: [C:1]1([S:7]([N:10]2[C:14]3=[N:15][CH:16]=[C:17]([O:19][CH3:20])[CH:18]=[C:13]3[CH:12]=[C:11]2[C:21](OS(C2C=CC(C)=CC=2)(=O)=O)=[CH:22][CH:23]2[CH2:28][CH2:27][O:26][CH2:25][CH2:24]2)(=[O:9])=[O:8])[CH:6]=[CH:5][CH:4]=[CH:3][CH:2]=1.[F:40][C:41]([F:52])([F:51])[C:42]1[CH:47]=[CH:46][C:45](B(O)O)=[CH:44][CH:43]=1.C(=O)([O-])[O-].[Na+].[Na+]. (3) Given the product [CH3:16][C:13]1([CH3:17])[N:12]([CH2:18][C:19]2[CH:26]=[CH:25][C:22]([CH3:23])=[CH:21][CH:20]=2)[N:11]([CH:2]2[CH:3]3[CH2:4][CH:5]4[CH2:6][CH:7]([CH2:8][CH:1]2[CH2:10]4)[CH2:9]3)[C:14]1=[O:15], predict the reactants needed to synthesize it. The reactants are: [CH:1]12[CH2:10][CH:5]3[CH2:6][CH:7]([CH2:9][CH:3]([CH2:4]3)[CH:2]1[N:11]1[C:14](=[O:15])[C:13]([CH3:17])([CH3:16])[NH:12]1)[CH2:8]2.[CH3:18][C:19]1[CH:26]=[CH:25][C:22]([CH2:23]Br)=[CH:21][CH:20]=1. (4) Given the product [Br:6][C:7]1[CH:12]=[C:11]([F:13])[C:10]([CH2:14][N:24]2[CH2:29][CH2:28][CH2:27][CH2:26][CH2:25]2)=[C:9]([F:16])[CH:8]=1, predict the reactants needed to synthesize it. The reactants are: CS(Cl)(=O)=O.[Br:6][C:7]1[CH:12]=[C:11]([F:13])[C:10]([CH2:14]O)=[C:9]([F:16])[CH:8]=1.C(N(CC)CC)C.[NH:24]1[CH2:29][CH2:28][CH2:27][CH2:26][CH2:25]1.C(=O)([O-])[O-].[K+].[K+]. (5) Given the product [NH2:5][C:4]1[CH:3]=[CH:9][C:8]([CH:23]2[CH2:18][CH2:17][N:16]([CH3:13])[CH2:19][CH2:21]2)=[CH:7][CH:6]=1, predict the reactants needed to synthesize it. The reactants are: CO[C:3]1[CH:9]=[C:8]([N+]([O-])=O)[CH:7]=[CH:6][C:4]=1[NH2:5].[CH:13]([N:16]([CH:19]([CH3:21])C)[CH2:17][CH3:18])(C)C.Cl[CH2:23]C(Cl)=O.NC1C=CC=CC=1.